Dataset: Reaction yield outcomes from USPTO patents with 853,638 reactions. Task: Predict the reaction yield, written as a fraction of the theoretical maximum amount of product (1.0 means a 100% yield; for example, 0.34 means a 34% yield). The reactants are C([NH:9][C:10]([NH:12][C:13]1[CH:18]=[C:17]([I:19])[CH:16]=[C:15]([Br:20])[CH:14]=1)=[S:11])(=O)C1C=CC=CC=1.C[O-].[Na+]. The catalyst is CO. The product is [Br:20][C:15]1[CH:14]=[C:13]([NH:12][C:10]([NH2:9])=[S:11])[CH:18]=[C:17]([I:19])[CH:16]=1. The yield is 0.890.